This data is from Human Reference Interactome with 51,813 positive PPI pairs across 8,248 proteins, plus equal number of experimentally-validated negative pairs. The task is: Binary Classification. Given two protein amino acid sequences, predict whether they physically interact or not. Protein 1 (ENSG00000136161) has sequence MEEELPLFSGDSGKPVQATLSSLKMLDVGKWPIFSLCSEEELQLIRQACVFGSAGNEVLYTTVNDEIFVLGTNCCGCLGLGDVQSTIEPRRLDSLNGKKIACLSYGSGPHIVLATTEGEVFTWGHNAYSQLGNGTTNHGLVPCHISTNLSNKQVIEVACGSYHSLVLTSDGEVFAWGYNNSGQVGSGSTVNQPIPRRVTGCLQNKVVVTIACGQMCCMAVVDTGEVYVWGYNGNGQLGLGNSGNQPTPCRVAALQGIRVQRVACGYAHTLVLTDEGQVYAWGANSYGQLGTGNKSNQSYP.... Protein 2 (ENSG00000136732) has sequence MWSTRSPNSTAWPLSLEPDPGMASASTTMHTTTIAEPDPGMSGWPDGRMETSTPTIMDIVVIAGVIAAVAIVLVSLLFVMLRYMYRHKGTYHTNEAKGTEFAESADAALQGDPALQDAGDSSRKEYFI*MASASTTMHTTTIAEPDPGMSGWPDGRMETSTPTIMDIVVIAGVIAAVAIVLVSLLFVMLRYMYRHKGTYHTNEAKGTEFAESADAALQGDPALQDAGDSSRKEYFI*MWSTRSPNSTAWPLSLEPDPGMSGWPDGRMETSTPTIMDIVVIAGVIAAVAIVLVSLLFVMLR.... Result: 0 (the proteins do not interact).